This data is from Forward reaction prediction with 1.9M reactions from USPTO patents (1976-2016). The task is: Predict the product of the given reaction. (1) Given the reactants [CH3:1][O:2][C:3]1[CH:4]=[CH:5][C:6]2[N:11]=[CH:10][C:9](=[O:12])[N:8]([CH2:13][CH2:14][N:15]3[CH2:20][CH2:19][CH2:18][C@@H:17]([CH2:21][NH:22]C(=O)OCC4C=CC=CC=4)[CH2:16]3)[C:7]=2[N:33]=1, predict the reaction product. The product is: [NH2:22][CH2:21][C@@H:17]1[CH2:18][CH2:19][CH2:20][N:15]([CH2:14][CH2:13][N:8]2[C:9](=[O:12])[CH:10]=[N:11][C:6]3[CH:5]=[CH:4][C:3]([O:2][CH3:1])=[N:33][C:7]2=3)[CH2:16]1. (2) Given the reactants I[C:2]1[CH:7]=[CH:6][N:5]=[C:4]([N:8]2[CH2:13][CH2:12][N:11]([CH2:14][C:15]3[CH:20]=[CH:19][CH:18]=[CH:17][CH:16]=3)[CH2:10][CH2:9]2)[C:3]=1[C:21]([O:23][CH:24]([CH3:26])[CH3:25])=[O:22].[C:27]1([OH:33])[CH:32]=[CH:31][CH:30]=[CH:29][CH:28]=1.CC1(C)C2C(=C(P(C3C=CC=CC=3)C3C=CC=CC=3)C=CC=2)OC2C(P(C3C=CC=CC=3)C3C=CC=CC=3)=CC=CC1=2.C(O[Na])(C)(C)C, predict the reaction product. The product is: [C:15]1([CH2:14][N:11]2[CH2:12][CH2:13][N:8]([C:4]3[C:3]([C:21]([O:23][CH:24]([CH3:26])[CH3:25])=[O:22])=[C:2]([O:33][C:27]4[CH:32]=[CH:31][CH:30]=[CH:29][CH:28]=4)[CH:7]=[CH:6][N:5]=3)[CH2:9][CH2:10]2)[CH:20]=[CH:19][CH:18]=[CH:17][CH:16]=1.